Dataset: Reaction yield outcomes from USPTO patents with 853,638 reactions. Task: Predict the reaction yield, written as a fraction of the theoretical maximum amount of product (1.0 means a 100% yield; for example, 0.34 means a 34% yield). (1) The reactants are [H-].[Na+].[OH:3][C@@H:4]([CH2:9][O:10][C@H:11]([CH3:15])[CH2:12][O:13][CH3:14])[C:5]([O:7][CH3:8])=[O:6].Cl[C:17]1[N:22]=[CH:21][N:20]=[C:19]2[N:23]([C:26]3[CH:31]=[CH:30][CH:29]=[CH:28][C:27]=3[Cl:32])[N:24]=[CH:25][C:18]=12.C(O)(=O)CC(CC(O)=O)(C(O)=O)O. The catalyst is C1COCC1.C(OCC)(=O)C. The product is [Cl:32][C:27]1[CH:28]=[CH:29][CH:30]=[CH:31][C:26]=1[N:23]1[C:19]2=[N:20][CH:21]=[N:22][C:17]([O:3][C@@H:4]([CH2:9][O:10][C@H:11]([CH3:15])[CH2:12][O:13][CH3:14])[C:5]([O:7][CH3:8])=[O:6])=[C:18]2[CH:25]=[N:24]1. The yield is 0.545. (2) The reactants are [C:1]([C:3]1[CH:4]=[C:5]([O:9][CH2:10][C:11](OCC)=[O:12])[CH:6]=[CH:7][CH:8]=1)#[N:2].[BH4-].[Na+]. The catalyst is C(O)C. The product is [OH:12][CH2:11][CH2:10][O:9][C:5]1[CH:4]=[C:3]([CH:8]=[CH:7][CH:6]=1)[C:1]#[N:2]. The yield is 0.920. (3) The reactants are [CH:1]([C:3]1[CH:8]=[CH:7][CH:6]=[CH:5][C:4]=1[C:9]1[CH:14]=[CH:13][C:12]([CH:15]([CH3:24])[CH2:16][NH:17][S:18]([CH:21]([CH3:23])[CH3:22])(=[O:20])=[O:19])=[CH:11][CH:10]=1)=[O:2].[BH4-].[Na+]. The catalyst is C(O)C. The product is [OH:2][CH2:1][C:3]1[CH:8]=[CH:7][CH:6]=[CH:5][C:4]=1[C:9]1[CH:14]=[CH:13][C:12]([CH:15]([CH3:24])[CH2:16][NH:17][S:18]([CH:21]([CH3:23])[CH3:22])(=[O:20])=[O:19])=[CH:11][CH:10]=1. The yield is 0.840. (4) The reactants are [NH2:1][C:2]1[CH:3]=[C:4]2[C:9](=[CH:10][CH:11]=1)[CH:8]=[C:7]([C:12]([O:14][CH3:15])=[O:13])[CH:6]=[CH:5]2.[F:16][C:17]([F:26])([F:25])[CH:18]1[CH2:23][CH2:22][C:21](=O)[CH2:20][CH2:19]1.CC(O)=O.[BH-](OC(C)=O)(OC(C)=O)OC(C)=O.[Na+]. The catalyst is ClCCCl.O. The product is [F:16][C:17]([F:26])([F:25])[C@@H:18]1[CH2:23][CH2:22][C@H:21]([NH:1][C:2]2[CH:3]=[C:4]3[C:9](=[CH:10][CH:11]=2)[CH:8]=[C:7]([C:12]([O:14][CH3:15])=[O:13])[CH:6]=[CH:5]3)[CH2:20][CH2:19]1.[F:16][C:17]([F:26])([F:25])[C@H:18]1[CH2:23][CH2:22][C@H:21]([NH:1][C:2]2[CH:3]=[C:4]3[C:9](=[CH:10][CH:11]=2)[CH:8]=[C:7]([C:12]([O:14][CH3:15])=[O:13])[CH:6]=[CH:5]3)[CH2:20][CH2:19]1. The yield is 0.260. (5) The reactants are C([N:8]1[CH2:14][C:13]2[N:15]=[CH:16][C:17]([O:19][C@@H:20]([CH:22]3[CH2:24][CH2:23]3)[CH3:21])=[N:18][C:12]=2[O:11][CH2:10][CH2:9]1)C1C=CC=CC=1.[Cl:25]C(OC(Cl)C)=O. The catalyst is C1(C)C=CC=CC=1. The product is [ClH:25].[CH:22]1([C@H:20]([O:19][C:17]2[CH:16]=[N:15][C:13]3[CH2:14][NH:8][CH2:9][CH2:10][O:11][C:12]=3[N:18]=2)[CH3:21])[CH2:24][CH2:23]1. The yield is 0.0300.